This data is from Full USPTO retrosynthesis dataset with 1.9M reactions from patents (1976-2016). The task is: Predict the reactants needed to synthesize the given product. (1) Given the product [Cl:14][C:15]1[CH:23]=[C:22]([Cl:24])[CH:21]=[CH:20][C:16]=1[C:17]([NH:11][C:10]1[CH:12]=[CH:13][C:7]([C:5]2[N:6]=[C:2]([CH3:1])[S:3][CH:4]=2)=[CH:8][CH:9]=1)=[O:18], predict the reactants needed to synthesize it. The reactants are: [CH3:1][C:2]1[S:3][CH:4]=[C:5]([C:7]2[CH:13]=[CH:12][C:10]([NH2:11])=[CH:9][CH:8]=2)[N:6]=1.[Cl:14][C:15]1[CH:23]=[C:22]([Cl:24])[CH:21]=[CH:20][C:16]=1[C:17](O)=[O:18].C(N(C(C)C)CC)(C)C.CN(C(ON1N=NC2C=CC=NC1=2)=[N+](C)C)C.F[P-](F)(F)(F)(F)F. (2) The reactants are: [C:1]([C:3]1[CH:4]=[C:5](/[CH:10]=[CH:11]/[C:12]([O:14]CC2C=CC=CC=2)=[O:13])[CH:6]=[CH:7][C:8]=1[F:9])#[N:2]. Given the product [C:1]([C:3]1[CH:4]=[C:5]([CH2:10][CH2:11][C:12]([OH:14])=[O:13])[CH:6]=[CH:7][C:8]=1[F:9])#[N:2], predict the reactants needed to synthesize it. (3) Given the product [Cl:33][C:5]1[N:4]=[C:3]([CH2:2][O:35][CH3:34])[C:8]2[C:9]([O:31][CH3:32])=[N:10][N:11]([C:12]([C:25]3[CH:26]=[CH:27][CH:28]=[CH:29][CH:30]=3)([C:19]3[CH:20]=[CH:21][CH:22]=[CH:23][CH:24]=3)[C:13]3[CH:18]=[CH:17][CH:16]=[CH:15][CH:14]=3)[C:7]=2[CH:6]=1, predict the reactants needed to synthesize it. The reactants are: Br[CH2:2][C:3]1[C:8]2[C:9]([O:31][CH3:32])=[N:10][N:11]([C:12]([C:25]3[CH:30]=[CH:29][CH:28]=[CH:27][CH:26]=3)([C:19]3[CH:24]=[CH:23][CH:22]=[CH:21][CH:20]=3)[C:13]3[CH:18]=[CH:17][CH:16]=[CH:15][CH:14]=3)[C:7]=2[CH:6]=[C:5]([Cl:33])[N:4]=1.[CH3:34][O-:35].[Na+]. (4) Given the product [CH3:25][O:26][C:27]1[CH:34]=[CH:33][CH:32]=[CH:31][C:28]=1[CH2:29][NH:30][C:21]([C:20]1[CH:24]=[C:16]([N:14]2[CH2:13][C@@H:11]3[CH2:12][N:8]([C:6]([O:5][C:1]([CH3:3])([CH3:4])[CH3:2])=[O:7])[CH2:9][C@@H:10]3[CH2:15]2)[CH:17]=[N:18][CH:19]=1)=[O:22], predict the reactants needed to synthesize it. The reactants are: [C:1]([O:5][C:6]([N:8]1[CH2:12][C@H:11]2[CH2:13][N:14]([C:16]3[CH:17]=[N:18][CH:19]=[C:20]([CH:24]=3)[C:21](O)=[O:22])[CH2:15][C@H:10]2[CH2:9]1)=[O:7])([CH3:4])([CH3:3])[CH3:2].[CH3:25][O:26][C:27]1[CH:34]=[CH:33][CH:32]=[CH:31][C:28]=1[CH2:29][NH2:30].